Task: Regression. Given a peptide amino acid sequence and an MHC pseudo amino acid sequence, predict their binding affinity value. This is MHC class I binding data.. Dataset: Peptide-MHC class I binding affinity with 185,985 pairs from IEDB/IMGT (1) The peptide sequence is FLAPLPIHTA. The MHC is HLA-A02:01 with pseudo-sequence HLA-A02:01. The binding affinity (normalized) is 0.977. (2) The peptide sequence is GPSHKARVL. The MHC is HLA-B53:01 with pseudo-sequence HLA-B53:01. The binding affinity (normalized) is 0. (3) The peptide sequence is NERWFREVI. The MHC is HLA-B40:01 with pseudo-sequence HLA-B40:01. The binding affinity (normalized) is 0.401.